From a dataset of Full USPTO retrosynthesis dataset with 1.9M reactions from patents (1976-2016). Predict the reactants needed to synthesize the given product. (1) Given the product [Br:30][C:31]([F:32])=[CH:7][C:6]1[CH:9]=[CH:10][C:3]([C:1]#[N:2])=[CH:4][CH:5]=1, predict the reactants needed to synthesize it. The reactants are: [C:1]([C:3]1[CH:10]=[CH:9][C:6]([CH:7]=O)=[CH:5][CH:4]=1)#[N:2].C1(P(C2C=CC=CC=2)C2C=CC=CC=2)C=CC=CC=1.[Br:30][C:31](Br)(Br)[F:32].C([Zn]CC)C.[NH4+].[Cl-]. (2) Given the product [C:1]([C:5]1[CH:9]=[C:8]([NH:10][C:18]([NH:45][C:38]2[C:39]3[C:44](=[CH:43][CH:42]=[CH:41][CH:40]=3)[C:35]([O:34][CH2:33][C:30]3[CH:31]=[CH:32][N:27]=[CH:28][CH:29]=3)=[CH:36][CH:37]=2)=[O:19])[N:7]([C:11]2[CH:12]=[CH:13][C:14]([CH3:17])=[CH:15][CH:16]=2)[N:6]=1)([CH3:4])([CH3:3])[CH3:2], predict the reactants needed to synthesize it. The reactants are: [C:1]([C:5]1[CH:9]=[C:8]([NH2:10])[N:7]([C:11]2[CH:16]=[CH:15][C:14]([CH3:17])=[CH:13][CH:12]=2)[N:6]=1)([CH3:4])([CH3:3])[CH3:2].[C:18]([O-])(O)=[O:19].[Na+].C(Cl)(Cl)=O.[N:27]1[CH:32]=[CH:31][C:30]([CH2:33][O:34][C:35]2[C:44]3[C:39](=[CH:40][CH:41]=[CH:42][CH:43]=3)[C:38]([NH2:45])=[CH:37][CH:36]=2)=[CH:29][CH:28]=1. (3) Given the product [NH2:46][C:45]1[N:18]([CH:14]2[CH2:15][CH2:16][CH2:17][N:12]([C:10]([O:9][CH2:2][C:3]3[CH:8]=[CH:7][CH:6]=[CH:5][CH:4]=3)=[O:11])[CH2:13]2)[N:19]=[C:41]([C:38]2[CH:39]=[CH:40][C:35]([C:27](=[O:34])[C:28]3[CH:33]=[CH:32][CH:31]=[CH:30][CH:29]=3)=[CH:36][CH:37]=2)[C:42]=1[C:43]#[N:44], predict the reactants needed to synthesize it. The reactants are: Cl.[CH2:2]([O:9][C:10]([N:12]1[CH2:17][CH2:16][CH2:15][CH:14]([NH:18][NH2:19])[CH2:13]1)=[O:11])[C:3]1[CH:8]=[CH:7][CH:6]=[CH:5][CH:4]=1.C(N(CC)CC)C.[C:27]([C:35]1[CH:40]=[CH:39][C:38]([C:41](OC)=[C:42]([C:45]#[N:46])[C:43]#[N:44])=[CH:37][CH:36]=1)(=[O:34])[C:28]1[CH:33]=[CH:32][CH:31]=[CH:30][CH:29]=1. (4) Given the product [Cl:19][C:20]1[CH:21]=[C:22]([NH:23][C:2]2[C:3]3[C:10]4[CH2:11][N:12]([C:14]([O:16][CH2:17][CH3:18])=[O:15])[CH2:13][C:9]=4[S:8][C:4]=3[N:5]=[CH:6][N:7]=2)[CH:24]=[CH:25][C:26]=1[O:27][CH2:28][C:29]1[CH:34]=[CH:33][CH:32]=[C:31]([F:35])[CH:30]=1, predict the reactants needed to synthesize it. The reactants are: Cl[C:2]1[C:3]2[C:10]3[CH2:11][N:12]([C:14]([O:16][CH2:17][CH3:18])=[O:15])[CH2:13][C:9]=3[S:8][C:4]=2[N:5]=[CH:6][N:7]=1.[Cl:19][C:20]1[CH:21]=[C:22]([CH:24]=[CH:25][C:26]=1[O:27][CH2:28][C:29]1[CH:34]=[CH:33][CH:32]=[C:31]([F:35])[CH:30]=1)[NH2:23]. (5) Given the product [Cl:7][C:8]1[CH:9]=[CH:10][C:11]([C:14]2[CH:18]=[C:17]([F:19])[S:16][C:15]=2[CH2:20][O:21][C:22]2[C:27]([F:28])=[CH:26][C:25]([CH2:29][CH2:30][CH2:31][OH:32])=[CH:24][C:23]=2[F:36])=[CH:12][CH:13]=1, predict the reactants needed to synthesize it. The reactants are: [H-].[H-].[H-].[H-].[Li+].[Al+3].[Cl:7][C:8]1[CH:13]=[CH:12][C:11]([C:14]2[CH:18]=[C:17]([F:19])[S:16][C:15]=2[CH2:20][O:21][C:22]2[C:27]([F:28])=[CH:26][C:25]([CH2:29][CH2:30][C:31](OCC)=[O:32])=[CH:24][C:23]=2[F:36])=[CH:10][CH:9]=1. (6) Given the product [F:3][C:4]1[C:9]([F:10])=[CH:8][CH:7]=[CH:6][C:5]=1[O:11][CH2:14][CH2:13][C:12]([OH:16])=[O:15], predict the reactants needed to synthesize it. The reactants are: [H-].[Na+].[F:3][C:4]1[C:9]([F:10])=[CH:8][CH:7]=[CH:6][C:5]=1[OH:11].[C:12]1(=[O:16])[O:15][CH2:14][CH2:13]1.Cl. (7) Given the product [CH3:16][O:17][C:18]1[CH:23]=[C:22]([O:24][CH3:25])[CH:21]=[CH:20][C:19]=1[CH2:26][CH2:27][C:28]1([CH:30]2[CH2:31][CH2:32][CH2:33][CH2:34]2)[O:29][C:3](=[O:2])[CH2:4][C:5](=[O:6])[CH2:7]1, predict the reactants needed to synthesize it. The reactants are: C[O:2][C:3](=O)[CH2:4][C:5]([CH3:7])=[O:6].[H-].[Na+].[Li]CCCC.[CH3:16][O:17][C:18]1[CH:23]=[C:22]([O:24][CH3:25])[CH:21]=[CH:20][C:19]=1[CH2:26][CH2:27][C:28]([CH:30]1[CH2:34][CH2:33][CH2:32][CH2:31]1)=[O:29]. (8) The reactants are: [CH3:1][O:2][C:3]1[C:11]2[O:10][CH:9]=[C:8]([CH2:12][C:13]([CH3:15])=O)[C:7]=2[CH:6]=[CH:5][CH:4]=1.N1CC=C([N:22]2[C:30]3[C:25](=[CH:26][CH:27]=[C:28]([F:31])[CH:29]=3)[CH:24]=[CH:23]2)CC1.C(O[BH-](O[C:42](=O)[CH3:43])OC(=O)C)(=O)C.[Na+]. Given the product [CH3:1][O:2][C:3]1[C:11]2[O:10][CH:9]=[C:8]([CH2:12][CH:13]([N:22]3[CH2:43][CH:42]=[C:25]([C:24]4[C:25]5[C:30](=[CH:29][C:28]([F:31])=[CH:27][CH:26]=5)[NH:22][CH:23]=4)[CH2:24][CH2:23]3)[CH3:15])[C:7]=2[CH:6]=[CH:5][CH:4]=1, predict the reactants needed to synthesize it. (9) Given the product [F:1][C:2]1[CH:10]=[C:9]2[C:5]([C:6]([C:11]3[CH:12]=[N:13][C:14]([N:17]4[CH2:22][CH2:21][N:20]([S:31]([CH3:30])(=[O:33])=[O:32])[CH2:19][CH2:18]4)=[CH:15][CH:16]=3)=[CH:7][NH:8]2)=[CH:4][CH:3]=1, predict the reactants needed to synthesize it. The reactants are: [F:1][C:2]1[CH:10]=[C:9]2[C:5]([C:6]([C:11]3[CH:12]=[N:13][C:14]([N:17]4[CH2:22][CH2:21][NH:20][CH2:19][CH2:18]4)=[CH:15][CH:16]=3)=[CH:7][NH:8]2)=[CH:4][CH:3]=1.CCN(CC)CC.[CH3:30][S:31](Cl)(=[O:33])=[O:32].